From a dataset of Forward reaction prediction with 1.9M reactions from USPTO patents (1976-2016). Predict the product of the given reaction. (1) Given the reactants Cl.Cl[C:3]1[C:12]2[C:7](=[CH:8][CH:9]=[CH:10][C:11]=2[O:13][CH:14]2[CH2:19][CH2:18][N:17]([CH3:20])[CH2:16][CH2:15]2)[N:6]=[CH:5][N:4]=1.[NH2:21][C:22]1[CH:27]=[CH:26][C:25]([OH:28])=[C:24]([CH3:29])[CH:23]=1, predict the reaction product. The product is: [CH3:29][C:24]1[CH:23]=[C:22]([CH:27]=[CH:26][C:25]=1[OH:28])[NH:21][C:3]1[C:12]2[C:7](=[CH:8][CH:9]=[CH:10][C:11]=2[O:13][CH:14]2[CH2:19][CH2:18][N:17]([CH3:20])[CH2:16][CH2:15]2)[N:6]=[CH:5][N:4]=1. (2) Given the reactants C([O:3][C:4](=O)[C@:5]([O:11][CH2:12][C@@:13]([C:28]1[C:33]([F:34])=[CH:32][CH:31]=[C:30]([Br:35])[N:29]=1)([NH:15][S:16]([C:19]1[CH:24]=[CH:23][C:22]([N+:25]([O-:27])=[O:26])=[CH:21][CH:20]=1)(=[O:18])=[O:17])[CH3:14])([CH3:10])[C:6]([F:9])([F:8])[F:7])C.[NH3:37].CO, predict the reaction product. The product is: [Br:35][C:30]1[N:29]=[C:28]([C@:13]([NH:15][S:16]([C:19]2[CH:24]=[CH:23][C:22]([N+:25]([O-:27])=[O:26])=[CH:21][CH:20]=2)(=[O:18])=[O:17])([CH3:14])[CH2:12][O:11][C@@:5]([CH3:10])([C:6]([F:9])([F:8])[F:7])[C:4]([NH2:37])=[O:3])[C:33]([F:34])=[CH:32][CH:31]=1. (3) Given the reactants Cl[C:2]1[N:7]=[C:6]([S:8][CH3:9])[N:5]=[C:4]2[N:10]([C:15]3[C:20]([F:21])=[CH:19][CH:18]=[CH:17][C:16]=3[F:22])[C:11](=[O:14])[NH:12][CH2:13][C:3]=12.[CH3:23][C:24]1[CH:29]=[CH:28][C:27]([NH:30][C:31]([C:33]2[CH:37]=[CH:36][S:35][CH:34]=2)=[O:32])=[CH:26][C:25]=1B1OC(C)(C)C(C)(C)O1, predict the reaction product. The product is: [F:22][C:16]1[CH:17]=[CH:18][CH:19]=[C:20]([F:21])[C:15]=1[N:10]1[C:4]2[N:5]=[C:6]([S:8][CH3:9])[N:7]=[C:2]([C:29]3[CH:28]=[C:27]([NH:30][C:31]([C:33]4[CH:37]=[CH:36][S:35][CH:34]=4)=[O:32])[CH:26]=[CH:25][C:24]=3[CH3:23])[C:3]=2[CH2:13][NH:12][C:11]1=[O:14]. (4) Given the reactants [F:1][C:2]([F:16])([F:15])[C:3]1[CH:4]=[CH:5][C:6]2[CH:10]=[C:9]([C:11]([OH:13])=[O:12])[S:8][C:7]=2[CH:14]=1.[Li]CCCC.C1C=CC(S(N(S(C2C=CC=CC=2)(=O)=O)[F:32])(=O)=O)=CC=1, predict the reaction product. The product is: [F:32][C:10]1[C:6]2[CH:5]=[CH:4][C:3]([C:2]([F:15])([F:1])[F:16])=[CH:14][C:7]=2[S:8][C:9]=1[C:11]([OH:13])=[O:12]. (5) Given the reactants [CH:1]1([CH2:6][CH:7]([N:11]2[C:19]3[C:14](=[CH:15][C:16]([O:20][CH3:21])=[CH:17][CH:18]=3)[C:13](=[O:22])[C:12]2=[O:23])[C:8](O)=[O:9])[CH2:5][CH2:4][CH2:3][CH2:2]1.[N:24]1[CH:29]=[CH:28][CH:27]=[CH:26][C:25]=1[NH2:30].C(N(CC)C(C)C)(C)C.F[P-](F)(F)(F)(F)F.N1(O[P+](N(C)C)(N(C)C)N(C)C)C2C=CC=CC=2N=N1, predict the reaction product. The product is: [CH:1]1([CH2:6][CH:7]([N:11]2[C:19]3[C:14](=[CH:15][C:16]([O:20][CH3:21])=[CH:17][CH:18]=3)[C:13](=[O:22])[C:12]2=[O:23])[C:8]([NH:30][C:25]2[CH:26]=[CH:27][CH:28]=[CH:29][N:24]=2)=[O:9])[CH2:2][CH2:3][CH2:4][CH2:5]1. (6) The product is: [ClH:1].[CH2:2]([O:4][C:5]1[CH:12]=[C:11]([O:13][CH3:14])[CH:10]=[CH:9][C:6]=1[C:7](=[NH:8])[O:17][CH2:15][CH3:16])[CH3:3]. Given the reactants [ClH:1].[CH2:2]([O:4][C:5]1[CH:12]=[C:11]([O:13][CH3:14])[CH:10]=[CH:9][C:6]=1[C:7]#[N:8])[CH3:3].[CH2:15]([OH:17])[CH3:16], predict the reaction product. (7) Given the reactants [Br:1][C:2]1[N:3]=[C:4]([CH2:21][CH3:22])[C:5]([NH:10][C@@H:11]2[C:19]3[C:14](=[CH:15][CH:16]=[CH:17][CH:18]=3)[CH2:13][C@@H:12]2[OH:20])=[N:6][C:7]=1[CH2:8][CH3:9].C(C1C(N[C@H]2C3C(=CC=CC=3)C[C@H]2O)=NC(CC)=CN=1)C, predict the reaction product. The product is: [Br:1][C:2]1[N:3]=[C:4]([CH2:21][CH3:22])[C:5]([NH:10][C@H:11]2[C:19]3[C:14](=[CH:15][CH:16]=[CH:17][CH:18]=3)[CH2:13][C@H:12]2[OH:20])=[N:6][C:7]=1[CH2:8][CH3:9]. (8) Given the reactants [Cl:1][C:2]1[CH:3]=[C:4]([CH:9]2[C:18]3[C:13](=[CH:14][CH:15]=[CH:16][CH:17]=3)[C:12](=[N:19][CH3:20])[CH2:11][CH2:10]2)[CH:5]=[CH:6][C:7]=1[Cl:8].C(OCC)(=O)C.[H][H], predict the reaction product. The product is: [CH3:20][NH:19][C@@H:12]1[C:13]2[CH:14]=[CH:15][CH:16]=[CH:17][C:18]=2[C@H:9]([C:4]2[CH:5]=[CH:6][C:7]([Cl:8])=[C:2]([Cl:1])[CH:3]=2)[CH2:10][CH2:11]1. (9) Given the reactants [CH3:1][O:2][C:3](=[O:28])[CH2:4][N:5]1[C:13]2[C:8](=[CH:9][C:10]([O:14][CH2:15][CH2:16][CH2:17][N:18]([C:20]3[C:25]([F:26])=[CH:24][N:23]=[C:22](Cl)[N:21]=3)[CH3:19])=[CH:11][CH:12]=2)[CH:7]=[CH:6]1.O.C(=O)([O-])[O-].[Na+].[Na+].[CH3:36][O:37][C:38]1[CH:43]=[CH:42][C:41](B(O)O)=[CH:40][CH:39]=1, predict the reaction product. The product is: [CH3:1][O:2][C:3](=[O:28])[CH2:4][N:5]1[C:13]2[C:8](=[CH:9][C:10]([O:14][CH2:15][CH2:16][CH2:17][N:18]([C:20]3[C:25]([F:26])=[CH:24][N:23]=[C:22]([C:41]4[CH:42]=[CH:43][C:38]([O:37][CH3:36])=[CH:39][CH:40]=4)[N:21]=3)[CH3:19])=[CH:11][CH:12]=2)[CH:7]=[CH:6]1. (10) Given the reactants [OH:1][C:2]1[C:9]([CH3:10])=[C:8]([CH3:11])[C:7]([O:12][CH:13]2[CH2:18][CH2:17][CH2:16][CH2:15][O:14]2)=[CH:6][C:3]=1[CH:4]=[O:5].Br[CH2:20][C:21]([O:23][CH3:24])=[O:22].C(=O)([O-])[O-].[K+].[K+].O, predict the reaction product. The product is: [CH3:24][O:23][C:21](=[O:22])[CH2:20][O:1][C:2]1[C:3]([CH:4]=[O:5])=[CH:6][C:7]([O:12][CH:13]2[CH2:18][CH2:17][CH2:16][CH2:15][O:14]2)=[C:8]([CH3:11])[C:9]=1[CH3:10].